Dataset: Catalyst prediction with 721,799 reactions and 888 catalyst types from USPTO. Task: Predict which catalyst facilitates the given reaction. (1) Reactant: [NH2:1][C:2]1[CH:3]=[C:4]([O:9][S:10]([C:13]2[CH:18]=[CH:17][C:16]([O:19][CH2:20][C:21]3[CH:26]=[CH:25][CH:24]=[CH:23][CH:22]=3)=[CH:15][CH:14]=2)(=[O:12])=[O:11])[CH:5]=[CH:6][C:7]=1[NH2:8].[CH3:27][O:28][C:29]([NH:31][C:32](=NC(OC)=O)SC)=[O:30]. Product: [CH3:27][O:28][C:29]([NH:31][C:32]1[NH:8][C:7]2[CH:6]=[CH:5][C:4]([O:9][S:10]([C:13]3[CH:18]=[CH:17][C:16]([O:19][CH2:20][C:21]4[CH:22]=[CH:23][CH:24]=[CH:25][CH:26]=4)=[CH:15][CH:14]=3)(=[O:12])=[O:11])=[CH:3][C:2]=2[N:1]=1)=[O:30]. The catalyst class is: 404. (2) Reactant: CN(C(ON1N=NC2C=CC=NC1=2)=[N+](C)C)C.F[P-](F)(F)(F)(F)F.[CH:25]1([NH:28][C:29](=[O:33])[CH2:30][NH:31][CH3:32])[CH2:27][CH2:26]1.[CH2:34]([S:36]([N:39]1[C:51]2[CH2:50][CH2:49][CH:48]([CH:52]3[CH2:57][CH2:56][O:55][CH2:54][CH2:53]3)[CH2:47][C:46]=2[C:45]2[C:40]1=[CH:41][CH:42]=[C:43]([C:58]([OH:60])=O)[CH:44]=2)(=[O:38])=[O:37])[CH3:35].C(N(CC)C(C)C)(C)C. Product: [CH:25]1([NH:28][C:29](=[O:33])[CH2:30][N:31]([CH3:32])[C:58]([C:43]2[CH:44]=[C:45]3[C:40](=[CH:41][CH:42]=2)[N:39]([S:36]([CH2:34][CH3:35])(=[O:38])=[O:37])[C:51]2[CH2:50][CH2:49][CH:48]([CH:52]4[CH2:53][CH2:54][O:55][CH2:56][CH2:57]4)[CH2:47][C:46]3=2)=[O:60])[CH2:27][CH2:26]1. The catalyst class is: 3.